This data is from Catalyst prediction with 721,799 reactions and 888 catalyst types from USPTO. The task is: Predict which catalyst facilitates the given reaction. Reactant: [NH2:1][CH:2]1[CH2:7][CH2:6][N:5]([CH:8]([CH3:10])[CH3:9])[CH2:4][CH2:3]1.[ClH:11]. Product: [ClH:11].[ClH:11].[NH2:1][CH:2]1[CH2:7][CH2:6][N:5]([CH:8]([CH3:10])[CH3:9])[CH2:4][CH2:3]1. The catalyst class is: 12.